This data is from NCI-60 drug combinations with 297,098 pairs across 59 cell lines. The task is: Regression. Given two drug SMILES strings and cell line genomic features, predict the synergy score measuring deviation from expected non-interaction effect. (1) Drug 1: CS(=O)(=O)C1=CC(=C(C=C1)C(=O)NC2=CC(=C(C=C2)Cl)C3=CC=CC=N3)Cl. Drug 2: CC12CCC3C(C1CCC2OP(=O)(O)O)CCC4=C3C=CC(=C4)OC(=O)N(CCCl)CCCl.[Na+]. Cell line: ACHN. Synergy scores: CSS=-8.74, Synergy_ZIP=-0.220, Synergy_Bliss=-8.94, Synergy_Loewe=-12.0, Synergy_HSA=-10.7. (2) Drug 1: C1CC(C1)(C(=O)O)C(=O)O.[NH2-].[NH2-].[Pt+2]. Drug 2: CC1=C(N=C(N=C1N)C(CC(=O)N)NCC(C(=O)N)N)C(=O)NC(C(C2=CN=CN2)OC3C(C(C(C(O3)CO)O)O)OC4C(C(C(C(O4)CO)O)OC(=O)N)O)C(=O)NC(C)C(C(C)C(=O)NC(C(C)O)C(=O)NCCC5=NC(=CS5)C6=NC(=CS6)C(=O)NCCC[S+](C)C)O. Cell line: HS 578T. Synergy scores: CSS=21.6, Synergy_ZIP=-3.97, Synergy_Bliss=-4.62, Synergy_Loewe=-4.34, Synergy_HSA=-0.382. (3) Drug 1: CN(C)C1=NC(=NC(=N1)N(C)C)N(C)C. Drug 2: CNC(=O)C1=NC=CC(=C1)OC2=CC=C(C=C2)NC(=O)NC3=CC(=C(C=C3)Cl)C(F)(F)F. Cell line: SNB-19. Synergy scores: CSS=38.7, Synergy_ZIP=7.57, Synergy_Bliss=6.30, Synergy_Loewe=-13.9, Synergy_HSA=2.61.